Dataset: Reaction yield outcomes from USPTO patents with 853,638 reactions. Task: Predict the reaction yield, written as a fraction of the theoretical maximum amount of product (1.0 means a 100% yield; for example, 0.34 means a 34% yield). (1) The reactants are Br[CH:2]([C:8]1[CH:13]=[CH:12][CH:11]=[C:10]([F:14])[CH:9]=1)[C:3]([O:5][CH2:6][CH3:7])=[O:4].[F:15][C:16]1[CH:17]=[C:18]([CH:20]=[CH:21][CH:22]=1)[NH2:19]. No catalyst specified. The product is [F:14][C:10]1[CH:9]=[C:8]([CH:2]([NH:19][C:18]2[CH:20]=[CH:21][CH:22]=[C:16]([F:15])[CH:17]=2)[C:3]([O:5][CH2:6][CH3:7])=[O:4])[CH:13]=[CH:12][CH:11]=1. The yield is 0.990. (2) The reactants are [NH2:1][C:2]1[CH:3]=[CH:4][C:5]([CH3:12])=[C:6]([CH:11]=1)[C:7]([O:9][CH3:10])=[O:8].[C:13]([O:17][C:18](O[C:18]([O:17][C:13]([CH3:16])([CH3:15])[CH3:14])=[O:19])=[O:19])([CH3:16])([CH3:15])[CH3:14].C([O-])([O-])=O.[K+].[K+]. The catalyst is C1COCC1.O. The product is [C:13]([O:17][C:18]([NH:1][C:2]1[CH:3]=[CH:4][C:5]([CH3:12])=[C:6]([CH:11]=1)[C:7]([O:9][CH3:10])=[O:8])=[O:19])([CH3:16])([CH3:15])[CH3:14]. The yield is 0.900. (3) The reactants are Br[CH2:2][C:3]1[CH:8]=[CH:7][CH:6]=[CH:5][CH:4]=1.C([O-])([O-])=O.[Na+].[Na+].[NH:15]1[C:19]([C:20]2[CH:21]=[C:22]([C:26]3[CH:27]=[CH:28][C:29]4[O:33][C:32]([C:34]5[CH:39]=[CH:38][C:37]([F:40])=[CH:36][CH:35]=5)=[C:31]([C:41]([NH:43][CH3:44])=[O:42])[C:30]=4[CH:45]=3)[CH:23]=[CH:24][CH:25]=2)=[CH:18][CH:17]=[N:16]1. The catalyst is CN(C=O)C. The product is [CH2:2]([N:15]1[C:19]([C:20]2[CH:21]=[C:22]([C:26]3[CH:27]=[CH:28][C:29]4[O:33][C:32]([C:34]5[CH:39]=[CH:38][C:37]([F:40])=[CH:36][CH:35]=5)=[C:31]([C:41]([NH:43][CH3:44])=[O:42])[C:30]=4[CH:45]=3)[CH:23]=[CH:24][CH:25]=2)=[CH:18][CH:17]=[N:16]1)[C:3]1[CH:8]=[CH:7][CH:6]=[CH:5][CH:4]=1. The yield is 0.350. (4) The reactants are [C:1]1([S:7][C:8]2[CH:13]=[CH:12][N:11]=[C:10]([NH:14][C:15]3[CH:20]=[CH:19][CH:18]=[C:17]([NH2:21])[CH:16]=3)[N:9]=2)[CH:6]=[CH:5][CH:4]=[CH:3][CH:2]=1.[C:22]([CH2:24][C:25](O)=[O:26])#[N:23]. No catalyst specified. The product is [C:1]1([S:7][C:8]2[CH:13]=[CH:12][N:11]=[C:10]([NH:14][C:15]3[CH:16]=[C:17]([NH:21][C:25](=[O:26])[CH2:24][C:22]#[N:23])[CH:18]=[CH:19][CH:20]=3)[N:9]=2)[CH:6]=[CH:5][CH:4]=[CH:3][CH:2]=1. The yield is 0.470. (5) The reactants are B(Br)(Br)Br.[Cl:5][C:6]1[CH:7]=[C:8]([NH:13][C:14]2[CH:19]=[C:18]([CH2:20][O:21]C)[N:17]=[CH:16][N:15]=2)[CH:9]=[CH:10][C:11]=1[Cl:12].C([O-])([O-])=O.[Na+].[Na+]. The catalyst is C(Cl)Cl. The product is [Cl:5][C:6]1[CH:7]=[C:8]([NH:13][C:14]2[N:15]=[CH:16][N:17]=[C:18]([CH2:20][OH:21])[CH:19]=2)[CH:9]=[CH:10][C:11]=1[Cl:12]. The yield is 0.960. (6) The catalyst is [Pd]. The yield is 0.240. The reactants are [CH3:1][O:2][C:3]1[N:8]=[CH:7][C:6]([CH:9](O)[CH:10]([N+:12]([O-])=O)[CH3:11])=[CH:5][CH:4]=1.[H][H].C[OH:19]. The product is [NH2:12][C:10]([OH:19])([CH3:11])[CH2:9][C:6]1[CH:7]=[N:8][C:3]([O:2][CH3:1])=[CH:4][CH:5]=1.